This data is from Catalyst prediction with 721,799 reactions and 888 catalyst types from USPTO. The task is: Predict which catalyst facilitates the given reaction. (1) Reactant: [H-].[Na+].[NH2:3][C:4]1[C:9]([C:10]([O:12]CC)=O)=[CH:8][N:7]=[C:6]([S:15][CH3:16])[N:5]=1.[Cl:17][C:18]1[CH:23]=[CH:22][CH:21]=[C:20]([Cl:24])[C:19]=1[N:25]=[C:26]=[O:27].Cl. The catalyst class is: 434. Product: [Cl:17][C:18]1[CH:23]=[CH:22][CH:21]=[C:20]([Cl:24])[C:19]=1[N:25]1[C:10](=[O:12])[C:9]2[C:4](=[N:5][C:6]([S:15][CH3:16])=[N:7][CH:8]=2)[NH:3][C:26]1=[O:27]. (2) Reactant: [CH3:1][N:2]([C@H:10]1[CH2:14][CH2:13][O:12][CH2:11]1)[CH2:3]/[CH:4]=[CH:5]/[C:6]([O:8]C)=[O:7].O.[OH-].[Li+].Cl. Product: [CH3:1][N:2]([C@H:10]1[CH2:14][CH2:13][O:12][CH2:11]1)[CH2:3]/[CH:4]=[CH:5]/[C:6]([OH:8])=[O:7]. The catalyst class is: 20. (3) Reactant: [CH:1]1([CH2:4][C:5]([NH:7][C:8]2[N:9]=[C:10]3[CH:15]=[CH:14][C:13](I)=[N:12][N:11]3[CH:17]=2)=[O:6])[CH2:3][CH2:2]1.[F:18][C:19]1[CH:24]=[CH:23][C:22]([OH:25])=[CH:21][C:20]=1[NH:26][C:27]([C:29]1[N:33]([CH3:34])[N:32]=[C:31]([CH3:35])[CH:30]=1)=[O:28].C(=O)([O-])[O-].[K+].[K+]. Product: [CH:1]1([CH2:4][C:5]([NH:7][C:8]2[N:9]=[C:10]3[CH:15]=[CH:14][C:13]([O:25][C:22]4[CH:23]=[CH:24][C:19]([F:18])=[C:20]([NH:26][C:27]([C:29]5[N:33]([CH3:34])[N:32]=[C:31]([CH3:35])[CH:30]=5)=[O:28])[CH:21]=4)=[N:12][N:11]3[CH:17]=2)=[O:6])[CH2:3][CH2:2]1. The catalyst class is: 9. (4) Reactant: [C:1]([C:3]1[CH:4]=[C:5]([C:9]2[CH:14]=[C:13]([N+:15]([O-:17])=[O:16])[CH:12]=[CH:11][C:10]=2[O:18][CH3:19])[CH:6]=[CH:7][CH:8]=1)#[N:2].[ClH:20].CO. Product: [ClH:20].[NH2:2][CH2:1][C:3]1[CH:4]=[C:5]([C:9]2[CH:14]=[C:13]([N+:15]([O-:17])=[O:16])[CH:12]=[CH:11][C:10]=2[O:18][CH3:19])[CH:6]=[CH:7][CH:8]=1. The catalyst class is: 7. (5) Reactant: Br[C:2]1[CH:7]=[CH:6][CH:5]=[CH:4][C:3]=1[N+:8]([O-:10])=[O:9].[CH3:11][C@H:12]1[CH2:17][NH:16][CH2:15][CH2:14][NH:13]1. Product: [CH3:11][C@@H:12]1[NH:13][CH2:14][CH2:15][N:16]([C:2]2[CH:7]=[CH:6][CH:5]=[CH:4][C:3]=2[N+:8]([O-:10])=[O:9])[CH2:17]1. The catalyst class is: 12. (6) Reactant: [CH2:1]([O:3][C:4]([CH:6]1[C:13]([C:14]2[CH:19]=[CH:18][C:17]([O:20][Si:21]([C:24]([CH3:27])([CH3:26])[CH3:25])([CH3:23])[CH3:22])=[CH:16][CH:15]=2)=[CH:12][C@H:11]2[N:28](C)[C@@H:7]1[CH2:8][N:9]([C:30]([O:32][C:33]([CH3:36])([CH3:35])[CH3:34])=[O:31])[CH2:10]2)=[O:5])[CH3:2].Cl[C:38]([O:40][C:41]([CH3:47])([CH3:46])[C:42]([Cl:45])([Cl:44])[Cl:43])=[O:39]. Product: [Cl:43][C:42]([Cl:45])([Cl:44])[C:41]([O:40][C:38]([N:28]1[C@H:7]2[C:6]([C:4]([O:3][CH2:1][CH3:2])=[O:5])=[C:13]([C:14]3[CH:15]=[CH:16][C:17]([O:20][Si:21]([C:24]([CH3:25])([CH3:26])[CH3:27])([CH3:22])[CH3:23])=[CH:18][CH:19]=3)[CH2:12][C@@H:11]1[CH2:10][N:9]([C:30]([O:32][C:33]([CH3:34])([CH3:36])[CH3:35])=[O:31])[CH2:8]2)=[O:39])([CH3:47])[CH3:46]. The catalyst class is: 26.